From a dataset of Retrosynthesis with 50K atom-mapped reactions and 10 reaction types from USPTO. Predict the reactants needed to synthesize the given product. Given the product CCOC(=O)c1oc2cccc(C#CC3CC3)c2c1C, predict the reactants needed to synthesize it. The reactants are: CCOC(=O)c1oc2cccc(OS(=O)(=O)C(F)(F)F)c2c1C.C[Si](C)(C)C#CC1CC1.